This data is from Forward reaction prediction with 1.9M reactions from USPTO patents (1976-2016). The task is: Predict the product of the given reaction. Given the reactants [Br:1][C:2]1[CH:3]=[CH:4][C:5]2[N:9]=[N:8][NH:7][C:6]=2[CH:10]=1.[H-].[Na+].[CH3:13]I, predict the reaction product. The product is: [Br:1][C:2]1[CH:3]=[CH:4][C:5]2[N:9]([CH3:13])[NH:8][NH:7][C:6]=2[CH:10]=1.